Task: Predict the reactants needed to synthesize the given product.. Dataset: Retrosynthesis with 50K atom-mapped reactions and 10 reaction types from USPTO (1) Given the product CCOCC(=O)NCC(=O)c1ccc2[nH]c3c(cc(-c4ccc(Cl)cc4Cl)c(=O)n3C)c2c1, predict the reactants needed to synthesize it. The reactants are: CCOCC(=O)O.Cn1c(=O)c(-c2ccc(Cl)cc2Cl)cc2c3cc(C(=O)CN)ccc3[nH]c21. (2) Given the product COCCN(C)S(=O)(=O)c1ccc(-c2sc(NC(C)=O)nc2C)s1, predict the reactants needed to synthesize it. The reactants are: CC(=O)Nc1nc(C)c(-c2ccc(S(=O)(=O)Cl)s2)s1.CNCCOC. (3) Given the product NC(Cc1c[nH]c2ccccc12)C(=O)N1CCc2ccccc2C1, predict the reactants needed to synthesize it. The reactants are: CC(C)(C)OC(=O)NC(Cc1c[nH]c2ccccc12)C(=O)N1CCc2ccccc2C1. (4) The reactants are: CCOC(=O)c1cnc2cc(Cl)ccc2c1Nc1ccc(C(=O)O)cc1.NC1CCN(Cc2ccccc2)CC1. Given the product CCOC(=O)c1cnc2cc(Cl)ccc2c1Nc1ccc(C(=O)NC2CCN(Cc3ccccc3)CC2)cc1, predict the reactants needed to synthesize it. (5) Given the product Nc1cc(NC(=O)CCCCl)c(Cl)cc1Cl, predict the reactants needed to synthesize it. The reactants are: Nc1cc(N)c(Cl)cc1Cl.O=C(Cl)CCCCl. (6) Given the product O=Cc1cccc(OCC(=O)CNCC2CC2)c1, predict the reactants needed to synthesize it. The reactants are: O=C(CBr)CNCC1CC1.O=Cc1cccc(O)c1. (7) Given the product CN1CC[C@H](N(Cc2ccccc2C(F)(F)F)c2ccc(C#N)c(Cl)c2)C1, predict the reactants needed to synthesize it. The reactants are: C=O.N#Cc1ccc(N(Cc2ccccc2C(F)(F)F)[C@H]2CCNC2)cc1Cl. (8) The reactants are: COCOc1c(C)c(C)c2c(c1C)CCC(C)(C=C(Cl)Cl)O2. Given the product Cc1c(C)c2c(c(C)c1O)CCC(C)(C=C(Cl)Cl)O2, predict the reactants needed to synthesize it. (9) Given the product CCOC(=O)C1CN(Cc2cc(-c3cc(-c4ccc(CC(C)C)cc4)no3)cs2)C1, predict the reactants needed to synthesize it. The reactants are: CC(C)Cc1ccc(-c2cc(-c3csc(CO)c3)on2)cc1.CCOC(=O)C1CNC1. (10) The reactants are: Fc1c(F)c(F)c(Br)c(F)c1F.O=[N+]([O-])c1ccc(I)cc1. Given the product O=[N+]([O-])c1ccc(-c2c(F)c(F)c(F)c(F)c2F)cc1, predict the reactants needed to synthesize it.